From a dataset of Cav3 T-type calcium channel HTS with 100,875 compounds. Binary Classification. Given a drug SMILES string, predict its activity (active/inactive) in a high-throughput screening assay against a specified biological target. (1) The molecule is Clc1c(ccc(NCC(=O)c2ccccc2)c1)C. The result is 0 (inactive). (2) The molecule is s1c(C(=O)N2CCC(CC2)C(OCC)=O)c(c2c(N3CCC(CC3)C)ncnc12)C. The result is 0 (inactive). (3) The drug is Fc1c(C2N(C(=O)C3C2C=CCC3C)Cc2ccccc2)cc(cc1)C. The result is 0 (inactive). (4) The compound is Fc1c(ccc(NC(=O)c2nn(c(c2)C(OCC)=O)C)c1)C. The result is 0 (inactive). (5) The molecule is S(c1n(Cc2occc2)c(nn1)c1sccc1)Cc1[nH]c2c(n1)cccc2. The result is 0 (inactive). (6) The drug is Clc1ccc(/N=C2/S\C(=C3\c4c(NC3=O)cccc4)C(=O)N2C)cc1. The result is 0 (inactive).